Task: Regression. Given two drug SMILES strings and cell line genomic features, predict the synergy score measuring deviation from expected non-interaction effect.. Dataset: NCI-60 drug combinations with 297,098 pairs across 59 cell lines Drug 1: CCC1=CC2CC(C3=C(CN(C2)C1)C4=CC=CC=C4N3)(C5=C(C=C6C(=C5)C78CCN9C7C(C=CC9)(C(C(C8N6C)(C(=O)OC)O)OC(=O)C)CC)OC)C(=O)OC.C(C(C(=O)O)O)(C(=O)O)O. Drug 2: CCC(=C(C1=CC=CC=C1)C2=CC=C(C=C2)OCCN(C)C)C3=CC=CC=C3.C(C(=O)O)C(CC(=O)O)(C(=O)O)O. Cell line: PC-3. Synergy scores: CSS=39.9, Synergy_ZIP=2.86, Synergy_Bliss=5.66, Synergy_Loewe=-21.4, Synergy_HSA=7.33.